Dataset: NCI-60 drug combinations with 297,098 pairs across 59 cell lines. Task: Regression. Given two drug SMILES strings and cell line genomic features, predict the synergy score measuring deviation from expected non-interaction effect. Drug 1: CN1CCC(CC1)COC2=C(C=C3C(=C2)N=CN=C3NC4=C(C=C(C=C4)Br)F)OC. Drug 2: C(CN)CNCCSP(=O)(O)O. Cell line: M14. Synergy scores: CSS=-3.39, Synergy_ZIP=1.51, Synergy_Bliss=-0.366, Synergy_Loewe=-3.42, Synergy_HSA=-3.26.